Dataset: Forward reaction prediction with 1.9M reactions from USPTO patents (1976-2016). Task: Predict the product of the given reaction. (1) Given the reactants [CH3:1][O:2][C:3]1[CH:4]=[C:5]([C:9]2[C@:10]3([CH2:26][CH2:25][C@H:24]4[C@@H:15]([CH2:16][CH2:17][C:18]5[CH:19]=[C:20]([C:27](O)=[O:28])[CH:21]=[CH:22][C:23]=54)[C@@H:12]3[CH2:13][CH:14]=2)[CH3:11])[CH:6]=[N:7][CH:8]=1.[NH2:30][CH2:31][C:32]([CH3:39])([CH3:38])[C:33]([O:35]CC)=[O:34], predict the reaction product. The product is: [CH3:1][O:2][C:3]1[CH:4]=[C:5]([C:9]2[C@:10]3([CH2:26][CH2:25][C@H:24]4[C@@H:15]([CH2:16][CH2:17][C:18]5[CH:19]=[C:20]([C:27]([NH:30][CH2:31][C:32]([CH3:38])([CH3:39])[C:33]([OH:35])=[O:34])=[O:28])[CH:21]=[CH:22][C:23]=54)[C@@H:12]3[CH2:13][CH:14]=2)[CH3:11])[CH:6]=[N:7][CH:8]=1. (2) The product is: [CH2:17]([N:21]([CH2:25][CH2:26][CH2:27][CH3:28])[CH2:22][CH2:23][OH:24])[CH2:18][CH2:19][CH3:20].[B:1]([OH:4])([OH:3])[OH:2].[OH:16][CH2:15][C@@H:13]([C@H:11]([C@@H:9]([C@@H:7]([CH2:6][OH:5])[OH:8])[OH:10])[OH:12])[OH:14]. Given the reactants [B:1]([OH:4])([OH:3])[OH:2].[OH:5][CH2:6][C@@H:7]([C@H:9]([C@@H:11]([C@@H:13]([CH2:15][OH:16])[OH:14])[OH:12])[OH:10])[OH:8].[CH2:17]([N:21]([CH2:25][CH2:26][CH2:27][CH3:28])[CH2:22][CH2:23][OH:24])[CH2:18][CH2:19][CH3:20], predict the reaction product.